This data is from Catalyst prediction with 721,799 reactions and 888 catalyst types from USPTO. The task is: Predict which catalyst facilitates the given reaction. (1) Reactant: [I:1][C:2]1[CH:7]=[CH:6][C:5]([C:8]2([NH2:11])[CH2:10][CH2:9]2)=[CH:4][CH:3]=1.C1CCN2C(=NCCC2)CC1.[CH3:23][S:24](O[S:24]([CH3:23])(=[O:26])=[O:25])(=[O:26])=[O:25].Cl. Product: [I:1][C:2]1[CH:3]=[CH:4][C:5]([C:8]2([NH:11][S:24]([CH3:23])(=[O:26])=[O:25])[CH2:9][CH2:10]2)=[CH:6][CH:7]=1. The catalyst class is: 2. (2) Reactant: [CH3:1][NH:2][C:3](=[O:15])[C:4]1[CH:9]=[CH:8][C:7]([N+:10]([O-])=O)=[C:6]([NH:13][CH3:14])[CH:5]=1. Product: [NH2:10][C:7]1[CH:8]=[CH:9][C:4]([C:3]([NH:2][CH3:1])=[O:15])=[CH:5][C:6]=1[NH:13][CH3:14]. The catalyst class is: 45. (3) Reactant: [CH2:1]([O:3][C:4]([C:6]1[CH:7]=[N:8][C:9]2[C:14]([C:15]=1Cl)=[CH:13][C:12]([C:17]#[N:18])=[CH:11][CH:10]=2)=[O:5])[CH3:2].Cl.[Cl:20][C:21]1[CH:22]=[C:23]([CH:26]=[CH:27][C:28]=1[O:29][CH3:30])[CH2:24][NH2:25].C(N(C(C)C)CC)(C)C.O. Product: [CH2:1]([O:3][C:4]([C:6]1[CH:7]=[N:8][C:9]2[C:14]([C:15]=1[NH:25][CH2:24][C:23]1[CH:26]=[CH:27][C:28]([O:29][CH3:30])=[C:21]([Cl:20])[CH:22]=1)=[CH:13][C:12]([C:17]#[N:18])=[CH:11][CH:10]=2)=[O:5])[CH3:2]. The catalyst class is: 259. (4) Reactant: [CH2:1]([O:3][C:4](=[O:24])[CH2:5][C:6]1[CH:11]=[CH:10][C:9]([O:12][CH3:13])=[C:8]([O:14][C:15]2[CH:20]=[CH:19][C:18]([Br:21])=[CH:17][C:16]=2[CH2:22]Br)[CH:7]=1)[CH3:2].[CH3:25][CH:26]([SH:28])[CH3:27].[H-].[Na+]. Product: [CH2:1]([O:3][C:4](=[O:24])[CH2:5][C:6]1[CH:11]=[CH:10][C:9]([O:12][CH3:13])=[C:8]([O:14][C:15]2[CH:20]=[CH:19][C:18]([Br:21])=[CH:17][C:16]=2[CH2:22][S:28][CH:26]([CH3:27])[CH3:25])[CH:7]=1)[CH3:2]. The catalyst class is: 12.